Task: Predict the reaction yield, written as a fraction of the theoretical maximum amount of product (1.0 means a 100% yield; for example, 0.34 means a 34% yield).. Dataset: Reaction yield outcomes from USPTO patents with 853,638 reactions The reactants are [CH2:1]([O:8][C:9]([N:11]1[CH2:15][C:14](=[O:16])[C:13]([CH3:22])([C:17]([O:19][CH2:20][CH3:21])=[O:18])[CH2:12]1)=[O:10])[C:2]1[CH:7]=[CH:6][CH:5]=[CH:4][CH:3]=1.[BH4-].[Na+].[Cl-].[NH4+].O. The catalyst is CO. The product is [CH2:1]([O:8][C:9]([N:11]1[CH2:15][CH:14]([OH:16])[C:13]([CH3:22])([C:17]([O:19][CH2:20][CH3:21])=[O:18])[CH2:12]1)=[O:10])[C:2]1[CH:3]=[CH:4][CH:5]=[CH:6][CH:7]=1. The yield is 0.570.